Regression. Given a peptide amino acid sequence and an MHC pseudo amino acid sequence, predict their binding affinity value. This is MHC class II binding data. From a dataset of Peptide-MHC class II binding affinity with 134,281 pairs from IEDB. (1) The peptide sequence is KQELDEISTNIRQAG. The MHC is HLA-DQA10301-DQB10302 with pseudo-sequence HLA-DQA10301-DQB10302. The binding affinity (normalized) is 0.0854. (2) The peptide sequence is QEVFKAIQSLKTTEV. The MHC is HLA-DPA10301-DPB10402 with pseudo-sequence HLA-DPA10301-DPB10402. The binding affinity (normalized) is 0.581.